This data is from Choline transporter screen with 302,306 compounds. The task is: Binary Classification. Given a drug SMILES string, predict its activity (active/inactive) in a high-throughput screening assay against a specified biological target. (1) The molecule is S=C(Nc1ccc(OC)cc1)NC. The result is 0 (inactive). (2) The compound is S(CC(=O)Nc1cc(SC)ccc1)c1ncccc1C(Oc1cc([N+]([O-])=O)ccc1)=O. The result is 0 (inactive). (3) The molecule is Clc1c(NS(=O)(=O)c2c(C(=O)N3CCCCCC3)c(n(c2C)C)C)ccc(c1)C. The result is 0 (inactive). (4) The compound is S(=O)(=O)(N)c1ccc(NC(=S)Nc2c(OCC)cccc2)cc1. The result is 0 (inactive). (5) The result is 0 (inactive). The molecule is O=c1[nH]c2cc3nc(n(CC4CCCCC4)c3cc2nc1C)C1CCCCC1. (6) The molecule is Brc1oc(C(=O)NCc2n(nnn2)c2ccc(Cl)cc2)cc1. The result is 0 (inactive).